Dataset: Drug-target binding data from BindingDB using Ki measurements. Task: Regression. Given a target protein amino acid sequence and a drug SMILES string, predict the binding affinity score between them. We predict pKi (pKi = -log10(Ki in M); higher means stronger inhibition). Dataset: bindingdb_ki. (1) The target protein (Q5AJ71) has sequence MGRENILKYQLEHDHESDLVTEKDQSLLLDNNNNLNGMNNTIKTHPVRVSSGNHNNFPFTLSSESTLQDFLNNNKFFVDSIKHNHGNQIFDLNGQGQSPHTLWIGCSDSRAGDQCLATLPGEIFVHRNIANIVNANDISSQGVIQFAIDVLKVKKIIVCGHTDCGGIWASLSKKKIGGVLDLWLNPVRHIRAANLKLLEEYNQDPKLKAKKLAELNVISSVTALKRHPSASVALKKNEIEVWGMLYDVATGYLSQVEIPQDEFEDLFHVHDEHDEEEYNPH. The drug is Cc1cc(C)[n+](NC(=O)c2[nH]c3ccc(S(N)(=O)=O)cc3c2-c2ccccc2C)c(C)c1. The pKi is 7.2. (2) The pKi is 8.0. The drug is O=C(COP(=O)(O)O)NO. The target protein (P0AB71) has sequence MSKIFDFVKPGVITGDDVQKVFQVAKENNFALPAVNCVGTDSINAVLETAAKVKAPVIVQFSNGGASFIAGKGVKSDVPQGAAILGAISGAHHVHQMAEHYGVPVILHTDHCAKKLLPWIDGLLDAGEKHFAATGKPLFSSHMIDLSEESLQENIEICSKYLERMSKIGMTLEIELGCTGGEEDGVDNSHMDASALYTQPEDVDYAYTELSKISPRFTIAASFGNVHGVYKPGNVVLTPTILRDSQEYVSKKHNLPHNSLNFVFHGGSGSTAQEIKDSVSYGVVKMNIDTDTQWATWEGVLNYYKANEAYLQGQLGNPKGEDQPNKKYYDPRVWLRAGQTSMIARLEKAFQELNAIDVL.